Dataset: Full USPTO retrosynthesis dataset with 1.9M reactions from patents (1976-2016). Task: Predict the reactants needed to synthesize the given product. (1) The reactants are: [CH:1]([C:3]1[CH:8]=[CH:7][C:6]([C:9]2[CH:14]=[CH:13][CH:12]=[CH:11][C:10]=2[O:15][C:16]([F:19])([F:18])[F:17])=[CH:5][CH:4]=1)=O.[S:20]1[CH2:24][C:23](=[O:25])[NH:22][C:21]1=[O:26].N1CCCCC1.C(O)(=O)C1C=CC=CC=1. Given the product [F:17][C:16]([F:19])([F:18])[O:15][C:10]1[CH:11]=[CH:12][CH:13]=[CH:14][C:9]=1[C:6]1[CH:7]=[CH:8][C:3]([CH:1]=[C:24]2[S:20][C:21](=[O:26])[NH:22][C:23]2=[O:25])=[CH:4][CH:5]=1, predict the reactants needed to synthesize it. (2) Given the product [F:8][C:7]1[C:2]([F:1])=[C:3]([CH:20]2[CH2:21][CH2:22][CH:23]([CH2:13][CH2:14][CH2:9][CH2:10][CH3:11])[CH2:24][CH2:25]2)[CH:4]=[CH:5][C:6]=1[C:9]1([CH:7]2[CH2:2][CH2:3][CH:4]([O:38][CH2:36][CH3:37])[CH2:5][CH2:6]2)[CH2:10][CH2:11][CH2:12][CH2:13][CH2:14]1, predict the reactants needed to synthesize it. The reactants are: [F:1][C:2]1[C:7]([F:8])=[C:6]([CH:9]2[CH2:14][CH2:13][CH:12](CCCCC)[CH2:11][CH2:10]2)[CH:5]=[CH:4][C:3]=1[CH:20]1[CH2:25][CH2:24][CH:23](C2CCC(O)CC2)[CH2:22][CH2:21]1.[H-].[Na+].Br[CH2:36][CH3:37].[OH2:38]. (3) Given the product [CH3:1][O:2][C:3]1[CH:8]=[C:7]([N+:9]([O-:11])=[O:10])[CH:6]=[CH:5][C:4]=1[O:12][CH2:22][CH2:23][O:24][CH:25]1[CH2:30][CH2:29][CH2:28][CH2:27][O:26]1, predict the reactants needed to synthesize it. The reactants are: [CH3:1][O:2][C:3]1[CH:8]=[C:7]([N+:9]([O-:11])=[O:10])[CH:6]=[CH:5][C:4]=1[OH:12].[I-].[K+].C(=O)([O-])[O-].[K+].[K+].Br[CH2:22][CH2:23][O:24][CH:25]1[CH2:30][CH2:29][CH2:28][CH2:27][O:26]1.